This data is from Forward reaction prediction with 1.9M reactions from USPTO patents (1976-2016). The task is: Predict the product of the given reaction. Given the reactants [NH2:1][C:2]1[CH:7]=[CH:6][C:5]([Cl:8])=[CH:4][C:3]=1[C:9]([C:11]1[CH:16]=[CH:15][CH:14]=[CH:13][CH:12]=1)=[O:10].[CH3:17][C:18]([C:22]1[CH:27]=[CH:26][C:25]([S:28](Cl)(=[O:30])=[O:29])=[CH:24][CH:23]=1)([CH3:21])[CH2:19][CH3:20], predict the reaction product. The product is: [C:9]([C:3]1[CH:4]=[C:5]([Cl:8])[CH:6]=[CH:7][C:2]=1[NH:1][S:28]([C:25]1[CH:26]=[CH:27][C:22]([C:18]([CH3:17])([CH3:21])[CH2:19][CH3:20])=[CH:23][CH:24]=1)(=[O:30])=[O:29])(=[O:10])[C:11]1[CH:12]=[CH:13][CH:14]=[CH:15][CH:16]=1.